Dataset: Full USPTO retrosynthesis dataset with 1.9M reactions from patents (1976-2016). Task: Predict the reactants needed to synthesize the given product. (1) Given the product [Cl:21][C:15]1[CH:16]=[C:17]([F:20])[CH:18]=[CH:19][C:14]=1[CH:5]1[N:6]=[C:7]([C:9]2[S:10][CH:11]=[CH:12][N:13]=2)[NH:8][C:3]([CH2:2][N:28]2[CH2:33][CH2:32][O:31][CH2:30][CH:29]2[CH2:34][CH2:35][C:36]([OH:38])=[O:37])=[C:4]1[C:22]([O:24][CH2:25][CH3:26])=[O:23], predict the reactants needed to synthesize it. The reactants are: Br[CH2:2][C:3]1[NH:8][C:7]([C:9]2[S:10][CH:11]=[CH:12][N:13]=2)=[N:6][CH:5]([C:14]2[CH:19]=[CH:18][C:17]([F:20])=[CH:16][C:15]=2[Cl:21])[C:4]=1[C:22]([O:24][CH2:25][CH3:26])=[O:23].Cl.[NH:28]1[CH2:33][CH2:32][O:31][CH2:30][CH:29]1[CH2:34][CH2:35][C:36]([OH:38])=[O:37]. (2) Given the product [ClH:1].[NH2:13][CH2:12][C:3]1[C:2]([Cl:1])=[CH:7][C:6]([C:8]([F:11])([F:10])[F:9])=[CH:5][N:4]=1, predict the reactants needed to synthesize it. The reactants are: [Cl:1][C:2]1[C:3]([C:12]#[N:13])=[N:4][CH:5]=[C:6]([C:8]([F:11])([F:10])[F:9])[CH:7]=1.Cl.[H][H]. (3) Given the product [OH:16][CH2:15][C:14]([NH:13][S:8]([C:6]1[CH:5]=[N:4][C:3]([Cl:12])=[C:2]([Br:1])[CH:7]=1)(=[O:10])=[O:9])([CH2:17][OH:18])[CH3:19], predict the reactants needed to synthesize it. The reactants are: [Br:1][C:2]1[C:3]([Cl:12])=[N:4][CH:5]=[C:6]([S:8](Cl)(=[O:10])=[O:9])[CH:7]=1.[NH2:13][C:14]([CH3:19])([CH2:17][OH:18])[CH2:15][OH:16]. (4) Given the product [CH:38]1([C:12]2[N:11]([C:13]3[CH:14]=[CH:15][C:16]([O:19][C:20]([F:22])([F:23])[F:21])=[CH:17][CH:18]=3)[N:10]=[CH:9][C:8]=2[CH2:7][C:24]2[CH:32]=[CH:31][C:27]([C:28]([NH:44][C:45]3[NH:49][N:48]=[N:47][N:46]=3)=[O:29])=[CH:26][CH:25]=2)[CH2:33][CH2:34][CH2:35][CH2:36][CH2:37]1, predict the reactants needed to synthesize it. The reactants are: C1CC([CH:7]([C:24]2[CH:32]=[CH:31][C:27]([C:28](O)=[O:29])=[CH:26][CH:25]=2)[C:8]2[CH:9]=[N:10][N:11]([C:13]3[CH:18]=[CH:17][C:16]([O:19][C:20]([F:23])([F:22])[F:21])=[CH:15][CH:14]=3)[CH:12]=2)CCC1.[CH:33]1[CH:34]=[CH:35][C:36]2N(O)N=N[C:37]=2[CH:38]=1.O.[NH2:44][C:45]1[NH:49][N:48]=[N:47][N:46]=1.CCN(C(C)C)C(C)C.